Dataset: Catalyst prediction with 721,799 reactions and 888 catalyst types from USPTO. Task: Predict which catalyst facilitates the given reaction. (1) Reactant: [Cl:1][C:2]1[CH:3]=[C:4]([CH:25]=[CH:26][C:27]=1[O:28][CH3:29])[CH2:5][NH:6][C:7]1[C:8]2[C:20]3[CH2:21][CH2:22][CH2:23][CH2:24][C:19]=3[S:18][C:9]=2[N:10]=[C:11]([CH2:13][CH2:14][C:15](O)=[O:16])[N:12]=1.S(Cl)([Cl:32])=O. Product: [Cl:1][C:2]1[CH:3]=[C:4]([CH:25]=[CH:26][C:27]=1[O:28][CH3:29])[CH2:5][NH:6][C:7]1[C:8]2[C:20]3[CH2:21][CH2:22][CH2:23][CH2:24][C:19]=3[S:18][C:9]=2[N:10]=[C:11]([CH2:13][CH2:14][C:15]([Cl:32])=[O:16])[N:12]=1. The catalyst class is: 4. (2) Reactant: [F:1][C:2]1[CH:11]=[CH:10][C:9](I)=[CH:8][C:3]=1[C:4]([O:6][CH3:7])=[O:5].C([Mg]Cl)(C)C.[Br:18][C:19]1[CH:27]=[CH:26][C:22]([C:23](Cl)=[O:24])=[CH:21][CH:20]=1. Product: [Br:18][C:19]1[CH:27]=[CH:26][C:22]([C:23]([C:9]2[CH:10]=[CH:11][C:2]([F:1])=[C:3]([CH:8]=2)[C:4]([O:6][CH3:7])=[O:5])=[O:24])=[CH:21][CH:20]=1. The catalyst class is: 1. (3) Reactant: [CH3:1][O:2][C:3](=[O:11])[C:4]1[CH:9]=[CH:8][CH:7]=[C:6]([SH:10])[CH:5]=1.[H-].[Na+].[F:14][C:15](I)([C:20]([F:23])([F:22])[F:21])[C:16]([F:19])([F:18])[F:17]. Product: [CH3:1][O:2][C:3](=[O:11])[C:4]1[CH:9]=[CH:8][CH:7]=[C:6]([S:10][C:15]([F:14])([C:20]([F:23])([F:22])[F:21])[C:16]([F:19])([F:18])[F:17])[CH:5]=1. The catalyst class is: 369. (4) Reactant: [NH:1]1[C:5]2[CH:6]=[CH:7][CH:8]=[CH:9][C:4]=2[N:3]=[C:2]1[C:10]([C:12]1[CH:17]=[CH:16][C:15]([O:18][C:19]2[C:24]([N:25]3[CH2:30][CH2:29][O:28][CH2:27][CH2:26]3)=[N:23][CH:22]=[CH:21][N:20]=2)=[CH:14][CH:13]=1)=[O:11].C(=O)([O-])[O-].[K+].[K+].I[CH:38]([CH3:40])[CH3:39]. Product: [CH:38]([N:1]1[C:5]2[CH:6]=[CH:7][CH:8]=[CH:9][C:4]=2[N:3]=[C:2]1[C:10]([C:12]1[CH:13]=[CH:14][C:15]([O:18][C:19]2[C:24]([N:25]3[CH2:30][CH2:29][O:28][CH2:27][CH2:26]3)=[N:23][CH:22]=[CH:21][N:20]=2)=[CH:16][CH:17]=1)=[O:11])([CH3:40])[CH3:39]. The catalyst class is: 3.